From a dataset of Catalyst prediction with 721,799 reactions and 888 catalyst types from USPTO. Predict which catalyst facilitates the given reaction. (1) Reactant: COC1C=C(C=CC=1OC)C[NH:7][C:8]1[N:13]2[N:14]=[C:15]([C:17]3[O:18][CH:19]=[CH:20][CH:21]=3)[N:16]=[C:12]2[CH:11]=[C:10]([CH2:22][O:23][C:24]2[CH:25]=[N:26][CH:27]=[CH:28][CH:29]=2)[N:9]=1.C1(OC)C=CC=CC=1.FC(F)(F)S(O)(=O)=O.[OH-].[Na+]. Product: [NH2:7][C:8]1[N:13]2[N:14]=[C:15]([C:17]3[O:18][CH:19]=[CH:20][CH:21]=3)[N:16]=[C:12]2[CH:11]=[C:10]([CH2:22][O:23][C:24]2[CH:25]=[N:26][CH:27]=[CH:28][CH:29]=2)[N:9]=1. The catalyst class is: 55. (2) Product: [C:23]1([P:22]([C:29]2[CH:34]=[CH:33][CH:32]=[CH:31][CH:30]=2)(=[O:35])[O:13][C:10]2[CH:9]=[CH:8][C:7]([C:1]3[CH:2]=[CH:3][CH:4]=[CH:5][CH:6]=3)=[CH:12][CH:11]=2)[CH:24]=[CH:25][CH:26]=[CH:27][CH:28]=1. The catalyst class is: 1. Reactant: [C:1]1([C:7]2[CH:12]=[CH:11][C:10]([OH:13])=[CH:9][CH:8]=2)[CH:6]=[CH:5][CH:4]=[CH:3][CH:2]=1.C(NC(C)C)(C)C.Cl[P:22](=[O:35])([C:29]1[CH:34]=[CH:33][CH:32]=[CH:31][CH:30]=1)[C:23]1[CH:28]=[CH:27][CH:26]=[CH:25][CH:24]=1. (3) Reactant: [H-].[Na+].CO[C:5]([C:7]1[S:8][CH:9]=[CH:10][C:11]=1[NH:12][CH2:13][C:14]1[CH:19]=[CH:18][C:17]([O:20][CH3:21])=[CH:16][CH:15]=1)=[O:6].C([CH:24]([C:28](Cl)=[O:29])[C:25](Cl)=[O:26])C.[O-:31][CH2:32][CH3:33].[Na+]. Product: [CH2:32]([O:31][C:28]([C:24]1[C:25](=[O:26])[N:12]([CH2:13][C:14]2[CH:15]=[CH:16][C:17]([O:20][CH3:21])=[CH:18][CH:19]=2)[C:11]2[CH:10]=[CH:9][S:8][C:7]=2[C:5]=1[OH:6])=[O:29])[CH3:33]. The catalyst class is: 3. (4) Reactant: [F:1][C:2]1[N:12]=[CH:11][C:10]2[C:9](=[O:13])[N:8]3[CH2:14][C@H:15]([C:18]#[N:19])[CH2:16][CH2:17][C@H:7]3[CH2:6][CH2:5][C:4]=2[CH:3]=1.[NH2:20][OH:21]. Product: [F:1][C:2]1[N:12]=[CH:11][C:10]2[C:9](=[O:13])[N:8]3[CH2:14][C@H:15]([C:18](=[N:20][OH:21])[NH2:19])[CH2:16][CH2:17][C@H:7]3[CH2:6][CH2:5][C:4]=2[CH:3]=1. The catalyst class is: 8.